From a dataset of Reaction yield outcomes from USPTO patents with 853,638 reactions. Predict the reaction yield, written as a fraction of the theoretical maximum amount of product (1.0 means a 100% yield; for example, 0.34 means a 34% yield). The reactants are [I-].[F:2][C:3]([F:26])([F:25])[CH2:4][CH2:5][P+:6]([C:19]1[CH:24]=[CH:23][CH:22]=[CH:21][CH:20]=1)([C:13]1[CH:18]=[CH:17][CH:16]=[CH:15][CH:14]=1)[C:7]1[CH:12]=[CH:11][CH:10]=[CH:9][CH:8]=1.C[Si]([N-][Si](C)(C)C)(C)C.[Li+].[CH2:37]([O:39][C:40](Cl)=[O:41])[CH3:38]. The catalyst is C1COCC1. The product is [CH2:37]([O:39][C:40](=[O:41])[C:5](=[P:6]([C:13]1[CH:14]=[CH:15][CH:16]=[CH:17][CH:18]=1)([C:7]1[CH:8]=[CH:9][CH:10]=[CH:11][CH:12]=1)[C:19]1[CH:24]=[CH:23][CH:22]=[CH:21][CH:20]=1)[CH2:4][C:3]([F:2])([F:25])[F:26])[CH3:38]. The yield is 0.810.